This data is from Full USPTO retrosynthesis dataset with 1.9M reactions from patents (1976-2016). The task is: Predict the reactants needed to synthesize the given product. Given the product [CH:1]1([C:4]2[N:8]([C:9]3[CH:14]=[CH:13][CH:12]=[C:11]([C:15]([F:17])([F:16])[F:18])[CH:10]=3)[N:7]=[C:6]([CH3:19])[C:5]=2[C:20]([N:24]2[CH2:29][CH2:28][C:27](=[O:30])[CH2:26][CH2:25]2)=[O:22])[CH2:3][CH2:2]1, predict the reactants needed to synthesize it. The reactants are: [CH:1]1([C:4]2[N:8]([C:9]3[CH:14]=[CH:13][CH:12]=[C:11]([C:15]([F:18])([F:17])[F:16])[CH:10]=3)[N:7]=[C:6]([CH3:19])[C:5]=2[C:20]([OH:22])=O)[CH2:3][CH2:2]1.O.[NH:24]1[CH2:29][CH2:28][C:27](=[O:30])[CH2:26][CH2:25]1.